From a dataset of Full USPTO retrosynthesis dataset with 1.9M reactions from patents (1976-2016). Predict the reactants needed to synthesize the given product. (1) The reactants are: [S:1]1[CH:5]=[CH:4][C:3]([CH2:6][C:7]([OH:9])=O)=[CH:2]1.CCN(C(C)C)C(C)C.Cl.[C:20]1([CH2:26][CH2:27][C:28]2[N:29]=[C:30]([CH:33]3[CH2:38][CH2:37][NH:36][CH2:35][CH2:34]3)[S:31][CH:32]=2)[CH:25]=[CH:24][CH:23]=[CH:22][CH:21]=1.F[P-](F)(F)(F)(F)F.Br[P+](N1CCCC1)(N1CCCC1)N1CCCC1. Given the product [C:20]1([CH2:26][CH2:27][C:28]2[N:29]=[C:30]([CH:33]3[CH2:38][CH2:37][N:36]([C:7](=[O:9])[CH2:6][C:3]4[CH:4]=[CH:5][S:1][CH:2]=4)[CH2:35][CH2:34]3)[S:31][CH:32]=2)[CH:25]=[CH:24][CH:23]=[CH:22][CH:21]=1, predict the reactants needed to synthesize it. (2) Given the product [F:1][C:2]1[CH:7]=[CH:6][C:5]([N:8]2[C:12]3=[N:13][CH:14]=[CH:15][C:16]([C:25]4[CH:28]=[N:29][CH:30]=[CH:31][C:26]=4[CH3:35])=[C:11]3[CH:10]=[N:9]2)=[CH:4][CH:3]=1, predict the reactants needed to synthesize it. The reactants are: [F:1][C:2]1[CH:7]=[CH:6][C:5]([N:8]2[C:12]3=[N:13][CH:14]=[CH:15][C:16](I)=[C:11]3[CH:10]=[N:9]2)=[CH:4][CH:3]=1.C(=O)([O-])[O-].[K+].[K+].Cl.[CH3:25][C:26]1[C:31](B(O)O)=[CH:30][N:29]=[CH:28]N=1.[CH2:35](Cl)Cl. (3) The reactants are: [CH3:1][C:2]1[CH:6]=[CH:5][S:4][C:3]=1[C:7]([OH:9])=O.[CH2:10]([O:17][C:18]1[CH:35]=[CH:34][C:21]([C:22]([NH:24][CH2:25][C:26](=[O:33])[N:27]2[CH2:32][CH2:31][NH:30][CH2:29][CH2:28]2)=[O:23])=[CH:20][CH:19]=1)[C:11]1[CH:16]=[CH:15][CH:14]=[CH:13][CH:12]=1.CCN=C=NCCCN(C)C.Cl.C1C=CC2N(O)N=NC=2C=1.CCN(C(C)C)C(C)C. Given the product [CH2:10]([O:17][C:18]1[CH:35]=[CH:34][C:21]([C:22]([NH:24][CH2:25][C:26]([N:27]2[CH2:32][CH2:31][N:30]([C:7]([C:3]3[S:4][CH:5]=[CH:6][C:2]=3[CH3:1])=[O:9])[CH2:29][CH2:28]2)=[O:33])=[O:23])=[CH:20][CH:19]=1)[C:11]1[CH:16]=[CH:15][CH:14]=[CH:13][CH:12]=1, predict the reactants needed to synthesize it. (4) Given the product [CH:18]([C:5]1[CH:6]=[C:7]([C:10]([F:13])([F:12])[F:11])[CH:8]=[CH:9][C:4]=1[C:3]([OH:2])=[O:15])([CH3:19])[CH3:17], predict the reactants needed to synthesize it. The reactants are: C[O:2][C:3](=[O:15])[C:4]1[CH:9]=[CH:8][C:7]([C:10]([F:13])([F:12])[F:11])=[CH:6][C:5]=1I.[Br-].[CH3:17][CH:18]([Zn+])[CH3:19].[OH-].[Na+]. (5) The reactants are: C1(C)C=CC(S([O:10][CH2:11][CH2:12][CH2:13][CH2:14][CH2:15][CH2:16][CH2:17][CH2:18][CH2:19][CH:20]=[CH2:21])(=O)=O)=CC=1.C(=[C:26]([CH:28]([CH2:30][OH:31])[OH:29])O)(C)C.[C:32](O)(C)([CH3:34])[CH3:33]. Given the product [CH3:33][C:32]1([CH3:34])[O:29][CH:28]([CH2:26][O:10][CH2:11][CH2:12][CH2:13][CH2:14][CH2:15][CH2:16][CH2:17][CH2:18][CH2:19][CH:20]=[CH2:21])[CH2:30][O:31]1, predict the reactants needed to synthesize it. (6) Given the product [CH2:20]([CH:14]1[NH:11][C:12](=[O:13])[N:4]([CH2:3][C:2]2([C:5]3[CH:6]=[CH:7][CH:8]=[CH:9][CH:10]=3)[CH2:1][CH2:5][CH2:2][CH2:1][CH2:3]2)[C:15]1=[O:17])[C:21]1[CH:22]=[CH:23][CH:24]=[CH:25][CH:26]=1, predict the reactants needed to synthesize it. The reactants are: [CH2:1]1[C@@H:3]([NH2:4])[C@@H:2]1[C:5]1[CH:10]=[CH:9][CH:8]=[CH:7][CH:6]=1.[N:11]([CH:14]([CH2:20][C:21]1[CH:26]=[CH:25][CH:24]=[CH:23][CH:22]=1)[C:15]([O:17]CC)=O)=[C:12]=[O:13]. (7) Given the product [C:14]([O:18][C:19]([N:21]1[CH2:27][CH2:26][CH2:25][CH:22]1[CH2:23][O:12][C:11]1[C:2]([Cl:1])=[CH:3][C:4]([C:5]([O:7][CH3:8])=[O:6])=[CH:9][C:10]=1[Cl:13])=[O:20])([CH3:17])([CH3:15])[CH3:16], predict the reactants needed to synthesize it. The reactants are: [Cl:1][C:2]1[CH:3]=[C:4]([CH:9]=[C:10]([Cl:13])[C:11]=1[OH:12])[C:5]([O:7][CH3:8])=[O:6].[C:14]([O:18][C:19]([N:21]1[CH2:27][CH2:26][CH2:25][C@H:22]1[CH2:23]O)=[O:20])([CH3:17])([CH3:16])[CH3:15].C1C=CC(P(C2C=CC=CC=2)C2C=CC=CC=2)=CC=1.CC(OC(/N=N/C(OC(C)C)=O)=O)C. (8) Given the product [OH:8][CH2:9][CH:10]1[CH2:14][CH2:13][N:12]([C:15]2[N:20]=[C:19]([C:21]([NH:23][C:24]3[C:25]([CH3:35])=[CH:26][C:27]([C:28]([O:30][CH3:31])=[O:29])=[CH:32][C:33]=3[CH3:34])=[O:22])[C:18]([CH3:36])=[CH:17][CH:16]=2)[CH2:11]1, predict the reactants needed to synthesize it. The reactants are: [Si]([O:8][CH2:9][CH:10]1[CH2:14][CH2:13][N:12]([C:15]2[N:20]=[C:19]([C:21]([NH:23][C:24]3[C:33]([CH3:34])=[CH:32][C:27]([C:28]([O:30][CH3:31])=[O:29])=[CH:26][C:25]=3[CH3:35])=[O:22])[C:18]([CH3:36])=[CH:17][CH:16]=2)[CH2:11]1)(C(C)(C)C)(C)C.[N+](CCCC)(CCCC)(CCCC)CCCC.[F-]. (9) Given the product [Cl:2][C:3]1[N:4]=[C:5]([C:10]([NH:12][C@H:13]2[CH2:18][CH2:17][N:16]([C:23]3[CH:28]=[CH:27][N:26]([CH3:29])[C:25](=[O:30])[CH:24]=3)[CH2:15][C@H:14]2[O:19][CH2:20][CH3:21])=[O:11])[NH:6][C:7]=1[CH2:8][CH3:9], predict the reactants needed to synthesize it. The reactants are: Cl.[Cl:2][C:3]1[N:4]=[C:5]([C:10]([NH:12][C@H:13]2[CH2:18][CH2:17][NH:16][CH2:15][C@H:14]2[O:19][CH2:20][CH3:21])=[O:11])[NH:6][C:7]=1[CH2:8][CH3:9].Cl[C:23]1[CH:28]=[CH:27][N:26]([CH3:29])[C:25](=[O:30])[CH:24]=1.C(=O)([O-])[O-].[Na+].[Na+]. (10) Given the product [C:1]1([C:25]2[CH:26]=[CH:27][CH:28]=[CH:29][CH:30]=2)[CH:6]=[CH:5][CH:4]=[C:3]([CH2:7][CH:8]([O:17][Si:18]([C:21]([CH3:24])([CH3:23])[CH3:22])([CH3:20])[CH3:19])[CH2:9][CH2:10][CH:11]2[CH2:12][CH2:13][C:14](=[O:16])[N:15]2[CH2:42][CH2:43][CH2:44][CH2:45][CH2:46][CH2:47][C:48]#[N:49])[CH:2]=1, predict the reactants needed to synthesize it. The reactants are: [C:1]1([C:25]2[CH:30]=[CH:29][CH:28]=[CH:27][CH:26]=2)[CH:6]=[CH:5][CH:4]=[C:3]([CH2:7][CH:8]([O:17][Si:18]([C:21]([CH3:24])([CH3:23])[CH3:22])([CH3:20])[CH3:19])[CH2:9][CH2:10][CH:11]2[NH:15][C:14](=[O:16])[CH2:13][CH2:12]2)[CH:2]=1.C[Si]([N-][Si](C)(C)C)(C)C.[Na+].Br[CH2:42][CH2:43][CH2:44][CH2:45][CH2:46][CH2:47][C:48]#[N:49].